Dataset: Forward reaction prediction with 1.9M reactions from USPTO patents (1976-2016). Task: Predict the product of the given reaction. (1) Given the reactants C(=O)([O-])[O-].[K+].[K+].[Si:7]([O:14][CH2:15][C@H:16]([OH:24])[CH2:17][C:18]#[C:19][Si](C)(C)C)([C:10]([CH3:13])([CH3:12])[CH3:11])([CH3:9])[CH3:8], predict the reaction product. The product is: [Si:7]([O:14][CH2:15][C@H:16]([OH:24])[CH2:17][C:18]#[CH:19])([C:10]([CH3:13])([CH3:12])[CH3:11])([CH3:9])[CH3:8]. (2) Given the reactants [Cl:1][C:2]1[N:6]2[CH:7]=[C:8]([C:15]3[CH:19]=[CH:18][O:17][CH:16]=3)[CH:9]=[C:10]([C:11]([F:14])([F:13])[F:12])[C:5]2=[N:4][C:3]=1[C:20]([N:22]1[CH2:27][CH2:26][CH:25]([N:28]2[CH2:32][CH2:31][O:30][C:29]2=[O:33])[CH:24](O)[CH2:23]1)=[O:21].CCN(S(F)(F)[F:41])CC, predict the reaction product. The product is: [Cl:1][C:2]1[N:6]2[CH:7]=[C:8]([C:15]3[CH:19]=[CH:18][O:17][CH:16]=3)[CH:9]=[C:10]([C:11]([F:14])([F:12])[F:13])[C:5]2=[N:4][C:3]=1[C:20]([N:22]1[CH2:27][CH2:26][CH:25]([N:28]2[CH2:32][CH2:31][O:30][C:29]2=[O:33])[CH:24]([F:41])[CH2:23]1)=[O:21].